Task: Predict the reaction yield, written as a fraction of the theoretical maximum amount of product (1.0 means a 100% yield; for example, 0.34 means a 34% yield).. Dataset: Reaction yield outcomes from USPTO patents with 853,638 reactions (1) The yield is 0.750. No catalyst specified. The product is [F:1][C:2]1[CH:3]=[CH:4][C:5]([N:8]2[C:17]3[C:12](=[N:13][CH:14]=[C:15]([CH2:18][C:19]4[CH:24]=[CH:23][C:22]([F:25])=[CH:21][CH:20]=4)[CH:16]=3)[C:11]([OH:26])=[C:10]([C:27]([NH:33][CH2:34][CH:35]([OH:37])[CH3:36])=[O:28])[C:9]2=[O:32])=[CH:6][CH:7]=1. The reactants are [F:1][C:2]1[CH:7]=[CH:6][C:5]([N:8]2[C:17]3[C:12](=[N:13][CH:14]=[C:15]([CH2:18][C:19]4[CH:24]=[CH:23][C:22]([F:25])=[CH:21][CH:20]=4)[CH:16]=3)[C:11]([OH:26])=[C:10]([C:27](OCC)=[O:28])[C:9]2=[O:32])=[CH:4][CH:3]=1.[NH2:33][CH2:34][CH:35]([OH:37])[CH3:36]. (2) The reactants are Br[C:2]1[CH:3]=[C:4]([C:8]2([C:21]3[CH:26]=[CH:25][CH:24]=[CH:23][CH:22]=3)[C:20]3[CH:19]=[CH:18][CH:17]=[CH:16][C:15]=3[C:14]3[C:9]2=[CH:10][CH:11]=[CH:12][CH:13]=3)[CH:5]=[CH:6][CH:7]=1.CC(C)([O-])C.[Na+].[NH2:33][C:34]1[CH:39]=[CH:38][CH:37]=[C:36]([CH3:40])[CH:35]=1.C(P(C(C)(C)C)C(C)(C)C)(C)(C)C. The catalyst is C1C=CC(/C=C/C(/C=C/C2C=CC=CC=2)=O)=CC=1.C1C=CC(/C=C/C(/C=C/C2C=CC=CC=2)=O)=CC=1.[Pd].CCCCCC.C1(C)C=CC=CC=1. The product is [CH3:40][C:36]1[CH:35]=[C:34]([NH:33][C:25]2[CH:24]=[CH:23][CH:22]=[C:21]([C:8]3([C:4]4[CH:5]=[CH:6][CH:7]=[CH:2][CH:3]=4)[C:9]4[CH:10]=[CH:11][CH:12]=[CH:13][C:14]=4[C:15]4[C:20]3=[CH:19][CH:18]=[CH:17][CH:16]=4)[CH:26]=2)[CH:39]=[CH:38][CH:37]=1. The yield is 0.820.